This data is from Catalyst prediction with 721,799 reactions and 888 catalyst types from USPTO. The task is: Predict which catalyst facilitates the given reaction. Reactant: [CH3:1][O:2][C:3](=[O:12])[C:4]1[CH:9]=[CH:8][CH:7]=[C:6]([CH3:10])[C:5]=1[Br:11].C1C(=O)N([Br:20])C(=O)C1. Product: [CH3:1][O:2][C:3](=[O:12])[C:4]1[CH:9]=[CH:8][CH:7]=[C:6]([CH2:10][Br:20])[C:5]=1[Br:11]. The catalyst class is: 4.